Task: Predict the product of the given reaction.. Dataset: Forward reaction prediction with 1.9M reactions from USPTO patents (1976-2016) (1) The product is: [NH2:1][C:2]1[N:7]=[CH:6][N:5]=[C:4]2[N:8]([C:12]3[CH:13]=[C:14]([N:18]([CH3:23])[C:19](=[O:22])[CH:20]=[CH2:21])[CH:15]=[CH:16][CH:17]=3)[N:9]=[C:10]([C:28]3[CH:29]=[CH:30][C:25]([Cl:24])=[CH:26][CH:27]=3)[C:3]=12. Given the reactants [NH2:1][C:2]1[N:7]=[CH:6][N:5]=[C:4]2[N:8]([C:12]3[CH:13]=[C:14]([N:18]([CH3:23])[C:19](=[O:22])[CH:20]=[CH2:21])[CH:15]=[CH:16][CH:17]=3)[N:9]=[C:10](I)[C:3]=12.[Cl:24][C:25]1[CH:30]=[CH:29][C:28](B(O)O)=[CH:27][CH:26]=1, predict the reaction product. (2) Given the reactants [H-].[Al+3].[Li+].[H-].[H-].[H-].C[O:8][C:9](=O)[C:10]1[CH:15]=[CH:14][CH:13]=[CH:12][C:11]=1[S:16][CH2:17][CH3:18], predict the reaction product. The product is: [CH2:17]([S:16][C:11]1[CH:12]=[CH:13][CH:14]=[CH:15][C:10]=1[CH2:9][OH:8])[CH3:18]. (3) Given the reactants [CH2:1]([NH:8][C:9]1[N:14]2[N:15]=[CH:16][C:17]([C:18](O)=[O:19])=[C:13]2[N:12]=[CH:11][C:10]=1[C:21]([N:23]1[CH2:28][CH2:27][C:26]2([C:36]3[C:31](=[CH:32][CH:33]=[CH:34][CH:35]=3)[CH:30]=[CH:29]2)[CH2:25][CH2:24]1)=[O:22])[C:2]1[CH:7]=[CH:6][CH:5]=[CH:4][CH:3]=1.[CH3:37][S:38]([NH2:41])(=[O:40])=[O:39], predict the reaction product. The product is: [CH2:1]([NH:8][C:9]1[N:14]2[N:15]=[CH:16][C:17]([C:18]([NH:41][S:38]([CH3:37])(=[O:40])=[O:39])=[O:19])=[C:13]2[N:12]=[CH:11][C:10]=1[C:21]([N:23]1[CH2:28][CH2:27][C:26]2([C:36]3[C:31](=[CH:32][CH:33]=[CH:34][CH:35]=3)[CH:30]=[CH:29]2)[CH2:25][CH2:24]1)=[O:22])[C:2]1[CH:7]=[CH:6][CH:5]=[CH:4][CH:3]=1.